Dataset: Full USPTO retrosynthesis dataset with 1.9M reactions from patents (1976-2016). Task: Predict the reactants needed to synthesize the given product. Given the product [NH2:1][C:2]1[N:3]([CH3:20])[C:4](=[O:19])[C@:5]2([N:18]=1)[C:14]1[C:9](=[CH:10][CH:11]=[C:12]([C:25]3[CH:26]=[N:21][CH:22]=[N:23][CH:24]=3)[CH:13]=1)[CH2:8][C:7]([CH3:17])([CH3:16])[CH2:6]2, predict the reactants needed to synthesize it. The reactants are: [NH2:1][C:2]1[N:3]([CH3:20])[C:4](=[O:19])[C@:5]2([N:18]=1)[C:14]1[C:9](=[CH:10][CH:11]=[C:12](Br)[CH:13]=1)[CH2:8][C:7]([CH3:17])([CH3:16])[CH2:6]2.[N:21]1[CH:26]=[C:25](B(O)O)[CH:24]=[N:23][CH:22]=1.C([O-])([O-])=O.[Na+].[Na+].